Dataset: Reaction yield outcomes from USPTO patents with 853,638 reactions. Task: Predict the reaction yield, written as a fraction of the theoretical maximum amount of product (1.0 means a 100% yield; for example, 0.34 means a 34% yield). (1) The reactants are FC(F)(F)C(O)=O.[CH3:8][O:9][C:10](=[O:37])[C@@H:11]([NH:14][C:15]([C:17]1[S:18][C:19]([C:24](=[O:36])[NH:25][CH2:26][C:27]2[CH:35]=[CH:34][CH:33]=[C:32]3[C:28]=2[CH:29]=[N:30][NH:31]3)=[CH:20][C:21]=1[CH2:22][CH3:23])=[O:16])[CH2:12][NH2:13].C(N(CC)CC)C.CN(C(ON1N=NC2C=CC=CC1=2)=[N+](C)C)C.F[P-](F)(F)(F)(F)F.C1C=CC2N(O)N=NC=2C=1.[S:79]1[CH:83]=[CH:82][CH:81]=[C:80]1[C:84](O)=[O:85]. The catalyst is CN(C=O)C.CCOC(C)=O. The product is [CH3:8][O:9][C:10](=[O:37])[C@@H:11]([NH:14][C:15]([C:17]1[S:18][C:19]([C:24](=[O:36])[NH:25][CH2:26][C:27]2[CH:35]=[CH:34][CH:33]=[C:32]3[C:28]=2[CH:29]=[N:30][NH:31]3)=[CH:20][C:21]=1[CH2:22][CH3:23])=[O:16])[CH2:12][NH:13][C:84]([C:80]1[S:79][CH:83]=[CH:82][CH:81]=1)=[O:85]. The yield is 0.370. (2) The reactants are [CH3:1][O:2][CH2:3][CH2:4][CH2:5][O:6][C:7]1[CH:8]=[C:9]([CH:22]=[CH:23][C:24]=1[O:25][CH3:26])[CH2:10][C@H:11]([CH:19]([CH3:21])[CH3:20])[CH2:12][C@H:13]([NH2:18])[C:14]([O:16][CH3:17])=[O:15].[CH3:27][C:28]([O:31][C:32](O[C:32]([O:31][C:28]([CH3:30])([CH3:29])[CH3:27])=[O:33])=[O:33])([CH3:30])[CH3:29]. The catalyst is C(Cl)Cl. The product is [CH3:17][O:16][C:14]([C@@H:13]([NH:18][C:32](=[O:33])[O:31][C:28]([CH3:30])([CH3:29])[CH3:27])[CH2:12][C@H:11]([CH2:10][C:9]1[CH:22]=[CH:23][C:24]([O:25][CH3:26])=[C:7]([O:6][CH2:5][CH2:4][CH2:3][O:2][CH3:1])[CH:8]=1)[CH:19]([CH3:21])[CH3:20])=[O:15]. The yield is 0.870. (3) The reactants are C([O:9][C@@H:10]1[C@@H:17]2[C@@H:13]([N:14]([CH:18]([CH2:21][OH:22])[CH2:19][OH:20])[O:15][CH2:16]2)[C@H:12]([O:23][CH2:24][C:25]2[CH:30]=[CH:29][CH:28]=[CH:27][CH:26]=2)[C@@H:11]1[O:31][CH2:32][C:33]1[CH:38]=[CH:37][CH:36]=[CH:35][CH:34]=1)(=O)C1C=CC=CC=1.CO[C:41](OC)([CH3:43])[CH3:42].O.C1(C)C=CC(S(O)(=O)=O)=CC=1.C(=O)([O-])O.[Na+].C[O-].[Na+].[Cl-].[NH4+]. The catalyst is CC(C)=O. The product is [CH2:32]([O:31][C@@H:11]1[C@@H:12]([O:23][CH2:24][C:25]2[CH:30]=[CH:29][CH:28]=[CH:27][CH:26]=2)[C@@H:13]2[N:14]([CH:18]3[CH2:21][O:22][C:41]([CH3:43])([CH3:42])[O:20][CH2:19]3)[O:15][CH2:16][C@@H:17]2[C@H:10]1[OH:9])[C:33]1[CH:38]=[CH:37][CH:36]=[CH:35][CH:34]=1. The yield is 0.800.